From a dataset of Full USPTO retrosynthesis dataset with 1.9M reactions from patents (1976-2016). Predict the reactants needed to synthesize the given product. (1) The reactants are: [CH3:1][C:2]1([CH3:18])[N:6]([C:7]([O:9][C:10]([CH3:13])([CH3:12])[CH3:11])=[O:8])[C@@H:5]([C:14](OC)=[O:15])[CH2:4][O:3]1.CC(C[AlH]CC(C)C)C.CO.Cl. Given the product [CH:14]([C@H:5]1[CH2:4][O:3][C:2]([CH3:18])([CH3:1])[N:6]1[C:7]([O:9][C:10]([CH3:13])([CH3:12])[CH3:11])=[O:8])=[O:15], predict the reactants needed to synthesize it. (2) Given the product [CH3:12][CH2:11][CH2:10][CH2:9][CH2:8][CH2:7][CH2:6][CH2:5][C@@H:4]1[O:14][C:1](=[O:13])[CH2:2][CH2:3]1, predict the reactants needed to synthesize it. The reactants are: [C:1]([OH:14])(=[O:13])[CH2:2][CH2:3][CH2:4][CH2:5][CH2:6][CH2:7][CH2:8][CH2:9][CH2:10][CH2:11][CH3:12].O=C[C@@H]([C@H]([C@@H]([C@@H](CO)O)O)O)O.[OH-].[Na+]. (3) Given the product [CH:20]1[C:21]([CH2:24][CH2:25][C:26]2[C:34]3[C:33]([NH:32][C:31]([NH2:36])=[N:30][C:29]=3[NH:28][CH:27]=2)=[O:35])=[CH:22][CH:23]=[C:18]([C:17]([NH:16][C@@H:15]([C:14]([O-:44])=[O:13])[CH2:38][CH2:39][C:40]([O-:42])=[O:41])=[O:37])[CH:19]=1.[Na+:46].[Na+:46], predict the reactants needed to synthesize it. The reactants are: C1(C)C=CC(S(O)(=O)=O)=CC=1.C[O:13][C:14](=[O:44])[C@H:15]([CH2:38][CH2:39][C:40]([O:42]C)=[O:41])[NH:16][C:17](=[O:37])[C:18]1[CH:23]=[CH:22][C:21]([CH2:24][CH2:25][C:26]2[C:34]3[C:33](=[O:35])[N:32]=[C:31]([NH2:36])[NH:30][C:29]=3[NH:28][CH:27]=2)=[CH:20][CH:19]=1.[OH-].[Na+:46]. (4) Given the product [Cl:11][C:5]1[CH:6]=[C:7]([N+:8]([O-:10])=[O:9])[C:2]([O:21][C:15]2[C:14]([O:12][CH3:13])=[CH:19][CH:18]=[CH:17][C:16]=2[F:20])=[N:3][CH:4]=1, predict the reactants needed to synthesize it. The reactants are: Br[C:2]1[C:7]([N+:8]([O-:10])=[O:9])=[CH:6][C:5]([Cl:11])=[CH:4][N:3]=1.[O:12]([C:14]1[CH:19]=[CH:18][CH:17]=[C:16]([F:20])[C:15]=1[OH:21])[CH3:13].C(=O)([O-])[O-].[K+].[K+].